This data is from Experimentally validated miRNA-target interactions with 360,000+ pairs, plus equal number of negative samples. The task is: Binary Classification. Given a miRNA mature sequence and a target amino acid sequence, predict their likelihood of interaction. (1) The miRNA is hsa-let-7d-5p with sequence AGAGGUAGUAGGUUGCAUAGUU. The protein sequence of the target gene is MEQSCEEEKEPEPQKNIQETKQVDDEDAELIFVGVEHVNEDAELIFVGVTSNSKPVVSNILNRVTPGSWSRRKKYDHLRKDTARKLQPKSHETVTSEAVTVLPASQLESRSTDSPIIIEPLSKPDYRNSSPQVVPNNSSELPSPLITFTDSLHHPVSTALSVGGINESPRVSKQLSTFEVNSINPKRAKLRDGIIEGNSSASFPSDTFHTMNTQQSTPSNNVHTSLSHVQNGAPFPAAFPKDNIHFKPINTNLDRENELAKTDILSLTSQNKTFDPKKENPIVLLSDFYYGQHKGEGQPE.... Result: 1 (interaction). (2) The miRNA is mmu-miR-148b-3p with sequence UCAGUGCAUCACAGAACUUUGU. The protein sequence of the target gene is MGLELYLDLMSQPCRAVYIFAKKNGIPFQLRTIELLKGQQYTDSFAQVNPLRKVPALKDGDFVLAESVAILLYLSRKYKAPDHWYPQDLQTRARVDEYLAWQHTALRSCCTRAMWQKMMFPVFLGQPVPPEMLASTLAELDGCLQVLEDKFLRNQAFLTGSHISVADLVAITELMHPVSAGCKIFESRPKLAAWRQRVEAEVGESLFQEAHEVVLKAKDMPPLMDPALKEKLKLSVQCLLH. Result: 0 (no interaction). (3) The miRNA is rno-miR-409a-3p with sequence AAUGUUGCUCGGUGAACCCC. The protein sequence of the target gene is MENFTALFGAQADPPPPPTALGFGPGKPPPPPPPPAGGGPGTAPPPTAATAPPGADKSGAGCGPFYLMRELPGSTELTGSTNLITHYNLEQAYNKFCGKKVKEKLSNFLPDLPGMIDLPGSHDNSSLRSLIEKPPILSSSFNPITGTMLAGFRLHTGPLPEQCRLMHIQPPKKKNKHKHKQSRTQDPVPPETPSDSDHKKKKKKKEEDPDRKRKKKEKKKKKNRHSPDHPGMGSSQASSSSSLR. Result: 0 (no interaction). (4) The miRNA is hsa-miR-372-3p with sequence AAAGUGCUGCGACAUUUGAGCGU. The protein sequence of the target gene is MDAALKRSRSEEPAEILPPARDEEEEEEEGMEQGLEEEEEVDPRIQGELEKLNQSTDDINRRETELEDARQKFRSVLVEATVKLDELVKKIGKAVEDSKPYWEARRVARQAQLEAQKATQDFQRATEVLRAAKETISLAEQRLLEDDKRQFDSAWQEMLNHATQRVMEAEQTKTRSELVHKETAARYNAAMGRMRQLEKKLKRAINKSKPYFELKAKYYVQLEQLKKTVDDLQAKLTLAKGEYKMALKNLEMISDEIHERRRSSAMGPRGCGVGAEGSSTSVEDLPGSKPEPDAISVASE.... Result: 1 (interaction). (5) The miRNA is hsa-miR-1207-5p with sequence UGGCAGGGAGGCUGGGAGGGG. The protein sequence of the target gene is MTLTKGSFTYSSGEEYRGEWKEGRRHGFGQLMFADGGTYLGHFENGLFNGFGVLTFSDGSRYEGEFAQGKFNGVGVFIRYDNMTFEGEFKNGRVDGFGLLTFPDGSHGIPRNEGLFENNKLLRREKCSAIVQRAQSASKSARNLTA. Result: 1 (interaction). (6) The miRNA is hsa-miR-4728-5p with sequence UGGGAGGGGAGAGGCAGCAAGCA. Result: 1 (interaction). The protein sequence of the target gene is MDRLQTALLVVLVLLAVALQATEAGPYGANMEDSVCCRDYVRYRLPLRVVKHFYWTSDSCPRPGVVLLTFRDKEICADPRVPWVKMILNKLSQ. (7) The miRNA is rno-miR-135b-5p with sequence UAUGGCUUUUCAUUCCUAUGUGA. The protein sequence of the target gene is MQQPMNYPCPQIFWVDSSATSSWAPPGSVFPCPSCGPRGPDQRRPPPPPPPVSPLPPPSQPLPLPPLTPLKKKDHNTNLWLPVVFFMVLVALVGMGLGMYQLFHLQKELAELREFTNQSLKVSSFEKQIANPSTPSEKKEPRSVAHLTGNPHSRSIPLEWEDTYGTALISGVKYKKGGLVINETGLYFVYSKVYFRGQSCNNQPLNHKVYMRNSKYPEDLVLMEEKRLNYCTTGQIWAHSSYLGAVFNLTSADHLYVNISQLSLINFEESKTFFGLYKL. Result: 0 (no interaction). (8) Result: 0 (no interaction). The miRNA is hsa-miR-6740-3p with sequence UGUCUUCUCUCCUCCCAAACAG. The protein sequence of the target gene is MRSLRKKREKPRPEQWKGLPGPPRAPEPEDVAVPGGVDLLTLPQLCFPGGVCVATEPKEDCVHFLVLTDVCGNRTYGVVAQYYRPLHDEYCFYNGKTHRECPGCFVPFAVCVVSRFPYYNSLKDCLSCLLALLKPCKDFEVDSHIKDFAAKLSLIPSPPPGPLHLVFNMKSLQIVLPARADPESPILDLDLHLPLLCFRPEKVLQILTCILTEQRIVFFSSDWALLTLVTECFMAYLYPLQWQHPFVPILSDQMLDFVMAPTSFLMGCHLDHFEEVSKEADGLVLINIDHGSITYSKSTD....